Dataset: Catalyst prediction with 721,799 reactions and 888 catalyst types from USPTO. Task: Predict which catalyst facilitates the given reaction. Reactant: CC1C=CC(S(O[CH2:12][C@@H:13]2[O:26][C:17]3[C:18]4[NH:22][C:21](=[O:23])[NH:20][C:19]=4[CH:24]=[CH:25][C:16]=3[O:15][CH2:14]2)(=O)=O)=CC=1.[NH2:27][CH2:28][CH2:29][CH2:30][O:31][C:32]1[CH:33]=[C:34]([NH:38][C:39](=[O:41])[CH3:40])[CH:35]=[CH:36][CH:37]=1. Product: [O:23]=[C:21]1[NH:22][C:18]2=[C:17]3[C:16](=[CH:25][CH:24]=[C:19]2[NH:20]1)[O:15][CH2:14][CH:13]([CH2:12][NH:27][CH2:28][CH2:29][CH2:30][O:31][C:32]1[CH:33]=[C:34]([NH:38][C:39](=[O:41])[CH3:40])[CH:35]=[CH:36][CH:37]=1)[O:26]3. The catalyst class is: 148.